The task is: Predict the reactants needed to synthesize the given product.. This data is from Full USPTO retrosynthesis dataset with 1.9M reactions from patents (1976-2016). Given the product [C:11]1([CH:10]=[N:7][CH:6]([CH3:8])[C:5]([O:4][CH2:2][CH3:3])=[O:9])[CH:16]=[CH:15][CH:14]=[CH:13][CH:12]=1, predict the reactants needed to synthesize it. The reactants are: Cl.[CH2:2]([O:4][C:5](=[O:9])[C@H:6]([CH3:8])[NH2:7])[CH3:3].[CH:10](=O)[C:11]1[CH:16]=[CH:15][CH:14]=[CH:13][CH:12]=1.C(N(CC)CC)C.